Dataset: Full USPTO retrosynthesis dataset with 1.9M reactions from patents (1976-2016). Task: Predict the reactants needed to synthesize the given product. (1) Given the product [CH3:9][N:10]([C:11]1[CH:16]=[CH:15][CH:14]=[C:13]([N:17]2[CH2:22][CH2:21][O:20][CH2:19][CH2:18]2)[CH:12]=1)[C:2]1[CH:7]=[CH:6][C:5]([OH:8])=[CH:4][CH:3]=1, predict the reactants needed to synthesize it. The reactants are: Br[C:2]1[CH:7]=[CH:6][C:5]([OH:8])=[CH:4][CH:3]=1.[CH3:9][NH:10][C:11]1[CH:16]=[CH:15][CH:14]=[C:13]([N:17]2[CH2:22][CH2:21][O:20][CH2:19][CH2:18]2)[CH:12]=1. (2) Given the product [OH:32][CH2:31][CH2:30][NH:29][CH:1]([C:4]1[CH:5]=[CH:6][C:7]([NH:10][C:11](=[O:28])[CH:12]([NH:16][C:17](=[O:27])[CH2:18][C:19]2[CH:24]=[C:23]([F:25])[CH:22]=[C:21]([F:26])[CH:20]=2)[CH2:13][CH2:14][CH3:15])=[N:8][CH:9]=1)[CH3:2], predict the reactants needed to synthesize it. The reactants are: [C:1]([C:4]1[CH:5]=[CH:6][C:7]([NH:10][C:11](=[O:28])[CH:12]([NH:16][C:17](=[O:27])[CH2:18][C:19]2[CH:24]=[C:23]([F:25])[CH:22]=[C:21]([F:26])[CH:20]=2)[CH2:13][CH2:14][CH3:15])=[N:8][CH:9]=1)(=O)[CH3:2].[NH2:29][CH2:30][CH2:31][OH:32].C(O[BH-](OC(=O)C)OC(=O)C)(=O)C.[Na+].C([BH3-])#N.[Na+]. (3) Given the product [CH2:60]([CH2:62][NH2:72])[CH2:59][C@H:58]([NH2:64])[C:57]([OH:65])=[O:81].[CH3:1][C@@H:2]1[C@@H:41]([OH:42])[C@@H:40]([CH3:43])[C@H:39]([CH3:44])[O:38][C:36](=[O:37])[CH2:35][C@H:34]([OH:45])[CH2:33][C@H:32]([OH:46])[CH2:31][CH2:30][C@@H:29]([OH:47])[C@H:28]([OH:48])[CH2:27][C@H:26]([OH:49])[CH2:25][C@@:23]2([OH:50])[O:24][C@H:19]([C@H:20]([C:52]([OH:54])=[O:53])[C@@H:21]([OH:51])[CH2:22]2)[CH2:18][C@@H:17]([O:55][C@@H:56]2[O:61][C@H:60]([CH3:62])[C@@H:59]([OH:63])[C@H:58]([NH2:64])[C@@H:57]2[OH:65])[CH:16]=[CH:15][CH:14]=[CH:13][CH:12]=[CH:11][CH:10]=[CH:9][CH:8]=[CH:7][CH:6]=[CH:5][CH:4]=[CH:3]1, predict the reactants needed to synthesize it. The reactants are: [CH3:1][C@@H:2]1[C@@H:41]([OH:42])[C@@H:40]([CH3:43])[C@H:39]([CH3:44])[O:38][C:36](=[O:37])[CH2:35][C@H:34]([OH:45])[CH2:33][C@H:32]([OH:46])[CH2:31][CH2:30][C@@H:29]([OH:47])[C@H:28]([OH:48])[CH2:27][C@H:26]([OH:49])[CH2:25][C@@:23]2([OH:50])[O:24][C@H:19]([C@H:20]([C:52]([OH:54])=[O:53])[C@@H:21]([OH:51])[CH2:22]2)[CH2:18][C@@H:17]([O:55][C@@H:56]2[O:61][C@H:60]([CH3:62])[C@@H:59]([OH:63])[C@H:58]([NH2:64])[C@@H:57]2[OH:65])[CH:16]=[CH:15][CH:14]=[CH:13][CH:12]=[CH:11][CH:10]=[CH:9][CH:8]=[CH:7][CH:6]=[CH:5][CH:4]=[CH:3]1.C1([N:72]=C=NC2CCCCC2)CCCCC1.[OH2:81]. (4) Given the product [NH2:1][C:2]1[C:11]([C:13]([CH3:15])=[CH2:14])=[N:10][CH:9]=[CH:8][C:3]=1[C:4]([O:6][CH3:7])=[O:5], predict the reactants needed to synthesize it. The reactants are: [NH2:1][C:2]1[C:11](Cl)=[N:10][CH:9]=[CH:8][C:3]=1[C:4]([O:6][CH3:7])=[O:5].[C:13]([B-](F)(F)F)([CH3:15])=[CH2:14].[K+].C(=O)([O-])[O-].[Cs+].[Cs+]. (5) Given the product [Cl:30][C:31]1[CH:36]=[C:35]([NH:37][CH2:1][C:3]2[C:8]([CH3:9])=[CH:7][C:6]([C:10]([F:12])([F:13])[F:11])=[CH:5][C:4]=2[C:14]2[CH:15]=[CH:16][C:17]([C:20]([NH:22][CH2:23][CH2:24][C:25]([O:27][CH2:28][CH3:29])=[O:26])=[O:21])=[N:18][CH:19]=2)[CH:34]=[CH:33][C:32]=1[C:38]1[CH:43]=[CH:42][C:41]([C:44]([F:45])([F:46])[F:47])=[CH:40][CH:39]=1, predict the reactants needed to synthesize it. The reactants are: [CH:1]([C:3]1[C:8]([CH3:9])=[CH:7][C:6]([C:10]([F:13])([F:12])[F:11])=[CH:5][C:4]=1[C:14]1[CH:15]=[CH:16][C:17]([C:20]([NH:22][CH2:23][CH2:24][C:25]([O:27][CH2:28][CH3:29])=[O:26])=[O:21])=[N:18][CH:19]=1)=O.[Cl:30][C:31]1[CH:36]=[C:35]([NH2:37])[CH:34]=[CH:33][C:32]=1[C:38]1[CH:43]=[CH:42][C:41]([C:44]([F:47])([F:46])[F:45])=[CH:40][CH:39]=1.CC(O)=O.[BH3-]C#N.[Na+].[NH4+].[Cl-]. (6) Given the product [F:19][C:2]([F:1])([F:18])[C:3]1[CH:4]=[C:5]([C:9]2[CH2:13][CH:12]([C:14]([OH:16])=[O:15])[O:11][N:10]=2)[CH:6]=[CH:7][CH:8]=1, predict the reactants needed to synthesize it. The reactants are: [F:1][C:2]([F:19])([F:18])[C:3]1[CH:4]=[C:5]([C:9]2[CH2:13][CH:12]([C:14]([O:16]C)=[O:15])[O:11][N:10]=2)[CH:6]=[CH:7][CH:8]=1.[OH-].[Na+].Cl. (7) The reactants are: [F:1][C:2]1[CH:7]=[CH:6][CH:5]=[CH:4][C:3]=1[CH:8]=[CH:9][C:10]([NH:12][C@H:13]([C:25]([O:27]C)=[O:26])[CH2:14][C:15]1[C:23]2[C:18](=[CH:19][CH:20]=[CH:21][CH:22]=2)[N:17]([CH3:24])[CH:16]=1)=[O:11].[OH-].[Na+]. Given the product [F:1][C:2]1[CH:7]=[CH:6][CH:5]=[CH:4][C:3]=1[CH:8]=[CH:9][C:10]([NH:12][C@H:13]([C:25]([OH:27])=[O:26])[CH2:14][C:15]1[C:23]2[C:18](=[CH:19][CH:20]=[CH:21][CH:22]=2)[N:17]([CH3:24])[CH:16]=1)=[O:11], predict the reactants needed to synthesize it. (8) Given the product [Br:1][C:2]1[CH:3]=[C:4]([CH2:8][CH2:9][CH2:10][CH2:11][C:12]([OH:14])=[O:13])[CH:5]=[CH:6][CH:7]=1, predict the reactants needed to synthesize it. The reactants are: [Br:1][C:2]1[CH:3]=[C:4]([CH:8]=[CH:9][CH2:10][CH2:11][C:12]([OH:14])=[O:13])[CH:5]=[CH:6][CH:7]=1.Br.[H][H]. (9) Given the product [Cl-:3].[CH2:11]([O:9][C:8](=[O:10])[C@@H:6]([NH3+:5])[CH3:7])[C:12]1[CH:17]=[CH:16][CH:15]=[CH:14][CH:13]=1, predict the reactants needed to synthesize it. The reactants are: S(Cl)([Cl:3])=O.[NH2:5][C@H:6]([C:8]([OH:10])=[O:9])[CH3:7].[CH2:11](O)[C:12]1[CH:17]=[CH:16][CH:15]=[CH:14][CH:13]=1.